From a dataset of Catalyst prediction with 721,799 reactions and 888 catalyst types from USPTO. Predict which catalyst facilitates the given reaction. (1) Reactant: Cl.[NH2:2][C:3]1[C:4]([F:30])=[C:5]([C:11]([C:13]2[CH:14]=[C:15]3[C:20](=[CH:21][CH:22]=2)[N:19]=[CH:18][C:17]([C:23]2[CH:28]=[CH:27][C:26]([Cl:29])=[CH:25][CH:24]=2)=[N:16]3)=[O:12])[C:6]([F:10])=[C:7]([F:9])[CH:8]=1.[CH2:31]([S:34](Cl)(=[O:36])=[O:35])[CH2:32][CH3:33]. Product: [Cl:29][C:26]1[CH:25]=[CH:24][C:23]([C:17]2[CH:18]=[N:19][C:20]3[C:15]([N:16]=2)=[CH:14][C:13]([C:11]([C:5]2[C:4]([F:30])=[C:3]([N:2]([S:34]([CH2:31][CH2:32][CH3:33])(=[O:36])=[O:35])[S:34]([CH2:31][CH2:32][CH3:33])(=[O:36])=[O:35])[CH:8]=[C:7]([F:9])[C:6]=2[F:10])=[O:12])=[CH:22][CH:21]=3)=[CH:28][CH:27]=1. The catalyst class is: 2. (2) Reactant: [NH2:1][C:2]1[CH:7]=[C:6]([Cl:8])[CH:5]=[C:4]([N+:9]([O-:11])=[O:10])[C:3]=1[OH:12].[C:13](N1C=CN=C1)(N1C=CN=C1)=[O:14].Cl. Product: [Cl:8][C:6]1[CH:5]=[C:4]([N+:9]([O-:11])=[O:10])[C:3]2[O:12][C:13](=[O:14])[NH:1][C:2]=2[CH:7]=1. The catalyst class is: 1. (3) Reactant: Br[C:2]1[CH:14]=[CH:13][C:12]2[C:11]3[C:6](=[CH:7][C:8](C4C=CC5C(=CC=CC=5)C=4)=[CH:9][CH:10]=3)[C:5]([CH3:26])([CH3:25])[C:4]=2[CH:3]=1.[CH2:27]([Li])[CH2:28][CH2:29][CH3:30].[B:32](OC(C)C)([O:37]C(C)C)[O:33]C(C)C.Cl.[CH3:46][CH2:47][CH2:48][CH2:49][CH2:50][CH3:51]. Product: [CH3:26][C:5]1([CH3:25])[C:6]2[CH:7]=[C:8]([B:32]([OH:37])[OH:33])[CH:9]=[CH:10][C:11]=2[C:12]2[C:4]1=[CH:3][C:2]([C:48]1[CH:47]=[CH:46][C:30]3[C:50](=[CH:51][CH:27]=[CH:28][CH:29]=3)[CH:49]=1)=[CH:14][CH:13]=2. The catalyst class is: 410. (4) Reactant: [Br:1][C:2]1[CH:3]=[C:4]([CH:13]=[CH:14][C:15]=1[CH3:16])[C:5]([NH:7][C:8]([CH3:12])([CH3:11])[CH2:9][OH:10])=O.S(Cl)(Cl)=O. Product: [Br:1][C:2]1[CH:3]=[C:4]([C:5]2[O:10][CH2:9][C:8]([CH3:12])([CH3:11])[N:7]=2)[CH:13]=[CH:14][C:15]=1[CH3:16]. The catalyst class is: 27. (5) Reactant: [CH:1]1([OH:8])[CH2:7][CH2:6][CH2:5][CH2:4][CH:3]=[CH:2]1.C(N(CC)CC)C.[CH3:16][S:17](Cl)(=[O:19])=[O:18]. Product: [CH3:16][S:17]([O:8][CH:1]1[CH2:7][CH2:6][CH2:5][CH2:4][CH:3]=[CH:2]1)(=[O:19])=[O:18]. The catalyst class is: 4.